This data is from Full USPTO retrosynthesis dataset with 1.9M reactions from patents (1976-2016). The task is: Predict the reactants needed to synthesize the given product. (1) Given the product [C:36]([N:25]1[CH2:26][CH2:27][N:22]([C:20]([C@H:17]2[CH2:18][CH2:19][C@H:14]([CH2:13][N:4]3[C:5](=[O:12])[C:6]4[C:11](=[CH:10][CH:9]=[CH:8][CH:7]=4)[N:2]([CH3:1])[C:3]3=[O:28])[CH2:15][CH2:16]2)=[O:21])[CH2:23][CH2:24]1)(=[O:40])[CH2:37][CH2:38][CH3:39], predict the reactants needed to synthesize it. The reactants are: [CH3:1][N:2]1[C:11]2[C:6](=[CH:7][CH:8]=[CH:9][CH:10]=2)[C:5](=[O:12])[N:4]([CH2:13][C@H:14]2[CH2:19][CH2:18][C@H:17]([C:20]([N:22]3[CH2:27][CH2:26][NH:25][CH2:24][CH2:23]3)=[O:21])[CH2:16][CH2:15]2)[C:3]1=[O:28].CCN(CC)CC.[C:36](Cl)(=[O:40])[CH2:37][CH2:38][CH3:39]. (2) Given the product [Cl:1][C:2]1[S:3][C:4]([C:8]2[C:17](=[O:18])[N:16]([CH3:27])[C:11]3=[N:12][CH:13]=[CH:14][N:15]=[C:10]3[C:9]=2[O:19][C:20](=[O:24])[CH:21]([CH3:22])[CH3:23])=[C:5]([CH3:7])[N:6]=1, predict the reactants needed to synthesize it. The reactants are: [Cl:1][C:2]1[S:3][C:4]([C:8]2[C:17](=[O:18])[NH:16][C:11]3=[N:12][CH:13]=[CH:14][N:15]=[C:10]3[C:9]=2[O:19][C:20](=[O:24])[CH:21]([CH3:23])[CH3:22])=[C:5]([CH3:7])[N:6]=1.CI.[C:27](=O)([O-])[O-].[K+].[K+]. (3) Given the product [Cl:1][C:2]1[CH:3]=[C:4]([CH:12]([CH2:16][CH:17]2[CH2:21][CH2:20][CH2:19][CH2:18]2)[C:13]([NH:28][C:29]2[CH:38]=[CH:37][C:36]3[C:31](=[CH:32][CH:33]=[CH:34][CH:35]=3)[N:30]=2)=[O:15])[CH:5]=[CH:6][C:7]=1[S:8]([CH3:11])(=[O:9])=[O:10], predict the reactants needed to synthesize it. The reactants are: [Cl:1][C:2]1[CH:3]=[C:4]([CH:12]([CH2:16][CH:17]2[CH2:21][CH2:20][CH2:19][CH2:18]2)[C:13]([OH:15])=O)[CH:5]=[CH:6][C:7]=1[S:8]([CH3:11])(=[O:10])=[O:9].C(Cl)(=O)C(Cl)=O.[NH2:28][C:29]1[CH:38]=[CH:37][C:36]2[C:31](=[CH:32][CH:33]=[CH:34][CH:35]=2)[N:30]=1.N1C=CC=CC=1. (4) Given the product [N:22]([CH2:2][C:3]1[C:4]([F:21])=[C:5]([O:10][C:11]2[C:12]([Cl:20])=[C:13]([CH:16]=[C:17]([Cl:19])[CH:18]=2)[C:14]#[N:15])[C:6]([Cl:9])=[CH:7][CH:8]=1)=[N+:23]=[N-:24], predict the reactants needed to synthesize it. The reactants are: Br[CH2:2][C:3]1[C:4]([F:21])=[C:5]([O:10][C:11]2[C:12]([Cl:20])=[C:13]([CH:16]=[C:17]([Cl:19])[CH:18]=2)[C:14]#[N:15])[C:6]([Cl:9])=[CH:7][CH:8]=1.[N-:22]=[N+:23]=[N-:24].[Na+].O. (5) Given the product [Br:1][C:2]1[CH:3]=[N:4][C:5]2[N:6]([N:8]=[C:9]([C:11]([N:52]3[CH2:51][CH:50]=[C:49]([C:43]4[CH:48]=[CH:47][CH:46]=[CH:45][CH:44]=4)[CH2:54][CH2:53]3)=[O:13])[CH:10]=2)[CH:7]=1, predict the reactants needed to synthesize it. The reactants are: [Br:1][C:2]1[CH:3]=[N:4][C:5]2[N:6]([N:8]=[C:9]([C:11]([OH:13])=O)[CH:10]=2)[CH:7]=1.CN(C(ON1N=NC2C=CC=CC1=2)=[N+](C)C)C.[B-](F)(F)(F)F.C(N(CC)CC)C.[C:43]1([C:49]2[CH2:50][CH2:51][NH:52][CH2:53][CH:54]=2)[CH:48]=[CH:47][CH:46]=[CH:45][CH:44]=1.